Dataset: NCI-60 drug combinations with 297,098 pairs across 59 cell lines. Task: Regression. Given two drug SMILES strings and cell line genomic features, predict the synergy score measuring deviation from expected non-interaction effect. Drug 2: C1=NC2=C(N=C(N=C2N1C3C(C(C(O3)CO)O)O)F)N. Cell line: SF-268. Synergy scores: CSS=15.8, Synergy_ZIP=-1.30, Synergy_Bliss=2.55, Synergy_Loewe=-1.19, Synergy_HSA=2.34. Drug 1: COC1=C(C=C2C(=C1)N=CN=C2NC3=CC(=C(C=C3)F)Cl)OCCCN4CCOCC4.